Dataset: NCI-60 drug combinations with 297,098 pairs across 59 cell lines. Task: Regression. Given two drug SMILES strings and cell line genomic features, predict the synergy score measuring deviation from expected non-interaction effect. (1) Drug 1: CCC1=C2CN3C(=CC4=C(C3=O)COC(=O)C4(CC)O)C2=NC5=C1C=C(C=C5)O. Drug 2: CN1C=C(C=N1)C2=C3N=C(C(=C(N3N=C2)N)Br)C4CCCNC4. Cell line: UACC62. Synergy scores: CSS=36.1, Synergy_ZIP=-6.07, Synergy_Bliss=-4.31, Synergy_Loewe=-5.79, Synergy_HSA=-0.455. (2) Drug 1: CC1CCC2CC(C(=CC=CC=CC(CC(C(=O)C(C(C(=CC(C(=O)CC(OC(=O)C3CCCCN3C(=O)C(=O)C1(O2)O)C(C)CC4CCC(C(C4)OC)O)C)C)O)OC)C)C)C)OC. Drug 2: C1CCC(C(C1)N)N.C(=O)(C(=O)[O-])[O-].[Pt+4]. Cell line: MALME-3M. Synergy scores: CSS=21.3, Synergy_ZIP=-3.47, Synergy_Bliss=0.00881, Synergy_Loewe=-1.84, Synergy_HSA=2.90. (3) Drug 1: C1=C(C(=O)NC(=O)N1)F. Drug 2: CC1(CCCN1)C2=NC3=C(C=CC=C3N2)C(=O)N. Cell line: T-47D. Synergy scores: CSS=16.2, Synergy_ZIP=2.10, Synergy_Bliss=4.41, Synergy_Loewe=-3.17, Synergy_HSA=2.61. (4) Cell line: M14. Drug 1: C(CC(=O)O)C(=O)CN.Cl. Drug 2: C1CN(P(=O)(OC1)NCCCl)CCCl. Synergy scores: CSS=4.46, Synergy_ZIP=0.0836, Synergy_Bliss=3.15, Synergy_Loewe=-7.38, Synergy_HSA=-3.11. (5) Drug 1: CC(C1=C(C=CC(=C1Cl)F)Cl)OC2=C(N=CC(=C2)C3=CN(N=C3)C4CCNCC4)N. Drug 2: CC1C(C(CC(O1)OC2CC(CC3=C2C(=C4C(=C3O)C(=O)C5=C(C4=O)C(=CC=C5)OC)O)(C(=O)C)O)N)O.Cl. Cell line: SF-268. Synergy scores: CSS=32.1, Synergy_ZIP=-2.64, Synergy_Bliss=5.25, Synergy_Loewe=-7.50, Synergy_HSA=2.11. (6) Drug 1: CC1C(C(=O)NC(C(=O)N2CCCC2C(=O)N(CC(=O)N(C(C(=O)O1)C(C)C)C)C)C(C)C)NC(=O)C3=C4C(=C(C=C3)C)OC5=C(C(=O)C(=C(C5=N4)C(=O)NC6C(OC(=O)C(N(C(=O)CN(C(=O)C7CCCN7C(=O)C(NC6=O)C(C)C)C)C)C(C)C)C)N)C. Drug 2: C(CN)CNCCSP(=O)(O)O. Cell line: HCT-15. Synergy scores: CSS=5.32, Synergy_ZIP=2.42, Synergy_Bliss=5.98, Synergy_Loewe=0.652, Synergy_HSA=2.79.